This data is from Forward reaction prediction with 1.9M reactions from USPTO patents (1976-2016). The task is: Predict the product of the given reaction. Given the reactants [F:1][C:2]1[CH:3]=[C:4]([C:18]2[CH:19]=[N:20][C:21]([C:24]3[CH:29]=[CH:28][C:27]([O:30][CH:31]([CH3:33])[CH3:32])=[C:26]([C:34]([F:37])([F:36])[F:35])[CH:25]=3)=[N:22][CH:23]=2)[C:5]([O:16][CH3:17])=[C:6]([CH2:8][CH2:9][CH2:10][C:11]([O:13]CC)=[O:12])[CH:7]=1.[OH-].[Na+], predict the reaction product. The product is: [F:1][C:2]1[CH:3]=[C:4]([C:18]2[CH:23]=[N:22][C:21]([C:24]3[CH:29]=[CH:28][C:27]([O:30][CH:31]([CH3:32])[CH3:33])=[C:26]([C:34]([F:37])([F:35])[F:36])[CH:25]=3)=[N:20][CH:19]=2)[C:5]([O:16][CH3:17])=[C:6]([CH2:8][CH2:9][CH2:10][C:11]([OH:13])=[O:12])[CH:7]=1.